This data is from Catalyst prediction with 721,799 reactions and 888 catalyst types from USPTO. The task is: Predict which catalyst facilitates the given reaction. (1) Reactant: [C:1]([C:3]1[CH:4]=[C:5]2[C:10](=[CH:11][CH:12]=1)[CH2:9][C@H:8]([N:13]1[CH2:18][CH2:17][C:16]3([CH2:23][C@@H:22]([OH:24])[C:21]4[CH:25]=[C:26]([NH2:29])[CH:27]=[CH:28][C:20]=4[O:19]3)[CH2:15][CH2:14]1)[CH2:7][CH2:6]2)#[N:2].[CH3:30][Si:31](C1NC=CN=1)([CH3:33])[CH3:32]. Product: [C:1]([C:3]1[CH:4]=[C:5]2[C:10](=[CH:11][CH:12]=1)[CH2:9][C@H:8]([N:13]1[CH2:18][CH2:17][C:16]3([CH2:23][C@@H:22]([O:24][Si:31]([CH3:33])([CH3:32])[CH3:30])[C:21]4[CH:25]=[C:26]([NH2:29])[CH:27]=[CH:28][C:20]=4[O:19]3)[CH2:15][CH2:14]1)[CH2:7][CH2:6]2)#[N:2]. The catalyst class is: 10. (2) Reactant: [CH2:1]([O:8][C:9]([N:11]([CH2:32][C:33]([N:35]1[CH2:39][C@@H:38]([F:40])[CH2:37][C@H:36]1[C:41]#[N:42])=[O:34])[C:12]12[CH2:19][CH2:18][C:15]([C:20]([O:22]N3C4C=CC=CC=4N=N3)=O)([CH2:16][CH2:17]1)[CH2:14][CH2:13]2)=[O:10])[C:2]1[CH:7]=[CH:6][CH:5]=[CH:4][CH:3]=1.[CH3:43][NH:44][CH3:45]. Product: [CH2:1]([O:8][C:9]([N:11]([CH2:32][C:33]([N:35]1[CH2:39][C@@H:38]([F:40])[CH2:37][C@H:36]1[C:41]#[N:42])=[O:34])[C:12]12[CH2:13][CH2:14][C:15]([C:20]([N:44]([CH3:45])[CH3:43])=[O:22])([CH2:18][CH2:19]1)[CH2:16][CH2:17]2)=[O:10])[C:2]1[CH:7]=[CH:6][CH:5]=[CH:4][CH:3]=1. The catalyst class is: 7. (3) The catalyst class is: 1. Product: [CH2:7]([C@H:14]([C@@H:18]([CH2:22][C:23]1[CH:28]=[CH:27][CH:26]=[CH:25][CH:24]=1)[CH2:19][OH:20])[CH2:15][OH:16])[C:8]1[CH:9]=[CH:10][CH:11]=[CH:12][CH:13]=1. Reactant: [H-].[Al+3].[Li+].[H-].[H-].[H-].[CH2:7]([C@H:14]([C@@H:18]([CH2:22][C:23]1[CH:28]=[CH:27][CH:26]=[CH:25][CH:24]=1)[C:19](O)=[O:20])[C:15](O)=[O:16])[C:8]1[CH:13]=[CH:12][CH:11]=[CH:10][CH:9]=1. (4) Reactant: C(=O)([O-])[O-].[Cs+].[Cs+].C1(P(C2C=CC=CC=2)(O[NH2:16])=O)C=CC=CC=1.[CH3:23][O:24][C:25](=[O:35])[CH2:26][C:27]1[C:28](=[O:34])[NH:29][CH:30]=[CH:31][C:32]=1[CH3:33]. Product: [CH3:23][O:24][C:25](=[O:35])[CH2:26][C:27]1[C:28](=[O:34])[N:29]([NH2:16])[CH:30]=[CH:31][C:32]=1[CH3:33]. The catalyst class is: 3. (5) Reactant: Cl[C:2]1[CH:7]=[C:6]([Cl:8])[N:5]=[C:4]([CH3:9])[N:3]=1.[Cl:10][C:11]1[N:12]=[C:13]2[CH:18]=[CH:17][CH:16]=[N:15][N:14]2[CH:19]=1.C1(P(C2C=CC=CC=2)C2C=CC=CC=2)C=CC=CC=1.C(=O)([O-])[O-].[K+].[K+]. Product: [Cl:10][C:11]1[N:12]=[C:13]2[CH:18]=[CH:17][CH:16]=[N:15][N:14]2[C:19]=1[C:2]1[CH:7]=[C:6]([Cl:8])[N:5]=[C:4]([CH3:9])[N:3]=1. The catalyst class is: 160. (6) The catalyst class is: 9. Product: [C:1]([O:5][C:6](=[O:12])[NH:7][CH2:8][CH2:9][CH2:10][NH:11][C:25](=[O:26])[CH2:24][NH:23][C:21]([O:20][CH2:13][C:14]1[CH:15]=[CH:16][CH:17]=[CH:18][CH:19]=1)=[O:22])([CH3:4])([CH3:2])[CH3:3]. Reactant: [C:1]([O:5][C:6](=[O:12])[NH:7][CH2:8][CH2:9][CH2:10][NH2:11])([CH3:4])([CH3:3])[CH3:2].[CH2:13]([O:20][C:21]([NH:23][CH2:24][C:25](O)=[O:26])=[O:22])[C:14]1[CH:19]=[CH:18][CH:17]=[CH:16][CH:15]=1.CN1CCOCC1.CN(C(ON1N=NC2C=CC=CC1=2)=[N+](C)C)C.[B-](F)(F)(F)F. (7) Reactant: [C@H:1]12[CH2:7][C@H:4]([CH2:5][CH2:6]1)[CH2:3][C@H:2]2[O:8][C:9]1[N:14]=[C:13]([C:15]([F:18])([F:17])[F:16])[C:12]([C:19](O)=[O:20])=[CH:11][N:10]=1.Cl.C(N=C=NCCCN(C)C)C.ON1C2C=CC=CC=2N=N1.[NH:44]1[CH2:49][CH2:48][S:47](=[O:51])(=[O:50])[CH2:46][CH2:45]1. Product: [C@H:1]12[CH2:7][C@H:4]([CH2:5][CH2:6]1)[CH2:3][C@H:2]2[O:8][C:9]1[N:14]=[C:13]([C:15]([F:18])([F:16])[F:17])[C:12]([C:19]([N:44]2[CH2:49][CH2:48][S:47](=[O:51])(=[O:50])[CH2:46][CH2:45]2)=[O:20])=[CH:11][N:10]=1. The catalyst class is: 9. (8) Reactant: [CH3:1][NH2:2].C[O:4][C:5](=O)/[CH:6]=[C:7](/[O:10][CH3:11])\[CH2:8]Cl. Product: [CH3:11][O:10][C:7]1[CH2:8][N:2]([CH3:1])[C:5](=[O:4])[CH:6]=1. The catalyst class is: 1.